This data is from NCI-60 drug combinations with 297,098 pairs across 59 cell lines. The task is: Regression. Given two drug SMILES strings and cell line genomic features, predict the synergy score measuring deviation from expected non-interaction effect. (1) Drug 1: CCCCCOC(=O)NC1=NC(=O)N(C=C1F)C2C(C(C(O2)C)O)O. Drug 2: CC(C)(C#N)C1=CC(=CC(=C1)CN2C=NC=N2)C(C)(C)C#N. Cell line: RXF 393. Synergy scores: CSS=-3.71, Synergy_ZIP=2.54, Synergy_Bliss=-0.166, Synergy_Loewe=-3.86, Synergy_HSA=-4.48. (2) Drug 1: CS(=O)(=O)C1=CC(=C(C=C1)C(=O)NC2=CC(=C(C=C2)Cl)C3=CC=CC=N3)Cl. Cell line: MDA-MB-231. Drug 2: C1=CC(=C2C(=C1NCCNCCO)C(=O)C3=C(C=CC(=C3C2=O)O)O)NCCNCCO. Synergy scores: CSS=39.5, Synergy_ZIP=5.15, Synergy_Bliss=5.55, Synergy_Loewe=-4.70, Synergy_HSA=6.73. (3) Drug 1: CCCS(=O)(=O)NC1=C(C(=C(C=C1)F)C(=O)C2=CNC3=C2C=C(C=N3)C4=CC=C(C=C4)Cl)F. Drug 2: CN(CCCl)CCCl.Cl. Cell line: OVCAR-4. Synergy scores: CSS=-3.96, Synergy_ZIP=1.25, Synergy_Bliss=-2.35, Synergy_Loewe=-7.60, Synergy_HSA=-5.70. (4) Drug 1: CC1C(C(CC(O1)OC2CC(OC(C2O)C)OC3=CC4=CC5=C(C(=O)C(C(C5)C(C(=O)C(C(C)O)O)OC)OC6CC(C(C(O6)C)O)OC7CC(C(C(O7)C)O)OC8CC(C(C(O8)C)O)(C)O)C(=C4C(=C3C)O)O)O)O. Drug 2: CCCCCOC(=O)NC1=NC(=O)N(C=C1F)C2C(C(C(O2)C)O)O. Cell line: UACC62. Synergy scores: CSS=13.0, Synergy_ZIP=0.232, Synergy_Bliss=-0.932, Synergy_Loewe=-44.4, Synergy_HSA=-0.753. (5) Drug 1: CNC(=O)C1=CC=CC=C1SC2=CC3=C(C=C2)C(=NN3)C=CC4=CC=CC=N4. Drug 2: CC(C)CN1C=NC2=C1C3=CC=CC=C3N=C2N. Cell line: M14. Synergy scores: CSS=-6.10, Synergy_ZIP=2.66, Synergy_Bliss=-0.476, Synergy_Loewe=-4.55, Synergy_HSA=-4.80.